Binary Classification. Given a T-cell receptor sequence (or CDR3 region) and an epitope sequence, predict whether binding occurs between them. From a dataset of TCR-epitope binding with 47,182 pairs between 192 epitopes and 23,139 TCRs. (1) The epitope is GTSGSPIINR. The TCR CDR3 sequence is CASSLGPDNEQFF. Result: 1 (the TCR binds to the epitope). (2) The epitope is YFPLQSYGF. The TCR CDR3 sequence is CSVRDGYEQYF. Result: 0 (the TCR does not bind to the epitope). (3) The epitope is KLVALGINAV. The TCR CDR3 sequence is CASSLGQGLVLSGYTF. Result: 0 (the TCR does not bind to the epitope). (4) The epitope is VLWAHGFEL. The TCR CDR3 sequence is CASNPPPGDSENTGELFF. Result: 0 (the TCR does not bind to the epitope). (5) The epitope is IVTDFSVIK. The TCR CDR3 sequence is CAISELDRGHGYTF. Result: 1 (the TCR binds to the epitope). (6) The epitope is AVFDRKSDAK. The TCR CDR3 sequence is CASSPIMNTEAFF. Result: 0 (the TCR does not bind to the epitope). (7) The epitope is QARQMVQAMRTIGTHP. The TCR CDR3 sequence is CASSLGGLNNEQFF. Result: 1 (the TCR binds to the epitope).